From a dataset of Reaction yield outcomes from USPTO patents with 853,638 reactions. Predict the reaction yield, written as a fraction of the theoretical maximum amount of product (1.0 means a 100% yield; for example, 0.34 means a 34% yield). (1) The reactants are N[C:2]1[CH:7]=[CH:6][CH:5]=[CH:4][C:3]=1[S:8]([NH:11][C:12]1[CH:13]=[CH:14][C:15]([N:22]2[CH2:27][CH2:26][O:25][CH2:24][CH2:23]2)=[C:16]2[C:21]=1[N:20]=[CH:19][CH:18]=[CH:17]2)(=[O:10])=[O:9].N(OC(C)(C)C)=O.CC(O)=O. The catalyst is C1COCC1. The product is [N:22]1([C:15]2[CH:14]=[CH:13][C:12]([NH:11][S:8]([C:3]3[CH:2]=[CH:7][CH:6]=[CH:5][CH:4]=3)(=[O:9])=[O:10])=[C:21]3[C:16]=2[CH:17]=[CH:18][CH:19]=[N:20]3)[CH2:27][CH2:26][O:25][CH2:24][CH2:23]1. The yield is 0.0700. (2) The reactants are C[O:2][C:3](=O)[C:4]1[CH:9]=[CH:8][CH:7]=[CH:6][C:5]=1[S:10][C:11]1[CH:16]=[CH:15][C:14]([Cl:17])=[CH:13][C:12]=1[NH2:18].C[Al](C)C.O.Cl. The catalyst is C(Cl)Cl. The yield is 0.290. The product is [Cl:17][C:14]1[CH:15]=[CH:16][C:11]2[S:10][C:5]3[CH:6]=[CH:7][CH:8]=[CH:9][C:4]=3[C:3](=[O:2])[NH:18][C:12]=2[CH:13]=1. (3) The reactants are [C:1]([C:3](=[N:9]O)[C:4]([O:6][CH2:7][CH3:8])=[O:5])#[N:2].CCCCCCC. The catalyst is C(O)(=O)C.CCOC(C)=O.[Pt]. The product is [CH2:7]([O:6][C:4](=[O:5])[CH:3]([NH2:9])[C:1]#[N:2])[CH3:8]. The yield is 0.960. (4) The reactants are C([O:3][C:4](=[O:31])[CH:5]([C:7]1[CH:12]=[CH:11][C:10]([NH:13][C:14]([C:16]2[NH:17][C:18]([C:21]#[N:22])=[CH:19][N:20]=2)=[O:15])=[C:9]([C:23]2[CH2:28][CH2:27][C:26]([CH3:30])([CH3:29])[CH2:25][CH:24]=2)[CH:8]=1)[OH:6])C.[OH-].[K+].C(O)(C(F)(F)F)=O. The catalyst is CCO. The product is [C:21]([C:18]1[NH:17][C:16]([C:14]([NH:13][C:10]2[CH:11]=[CH:12][C:7]([CH:5]([OH:6])[C:4]([OH:31])=[O:3])=[CH:8][C:9]=2[C:23]2[CH2:28][CH2:27][C:26]([CH3:30])([CH3:29])[CH2:25][CH:24]=2)=[O:15])=[N:20][CH:19]=1)#[N:22]. The yield is 0.710. (5) The catalyst is [Pd].O1CCCC1. The product is [NH2:1][C:4]1[CH:5]=[CH:6][C:7]([C:10]([C:20]2[CH:25]=[CH:24][C:23]([NH2:26])=[CH:22][CH:21]=2)([C:29]2[CH:34]=[CH:33][C:32]([NH2:35])=[CH:31][CH:30]=2)[C:11]2[CH:12]=[CH:13][C:14]([NH2:17])=[CH:15][CH:16]=2)=[CH:8][CH:9]=1. The reactants are [N+:1]([C:4]1[CH:9]=[CH:8][C:7]([C:10]([C:29]2[CH:34]=[CH:33][C:32]([N+:35]([O-])=O)=[CH:31][CH:30]=2)([C:20]2[CH:25]=[CH:24][C:23]([N+:26]([O-])=O)=[CH:22][CH:21]=2)[C:11]2[CH:16]=[CH:15][C:14]([N+:17]([O-])=O)=[CH:13][CH:12]=2)=[CH:6][CH:5]=1)([O-])=O.[H][H]. The yield is 1.00. (6) The reactants are [Cl:1][C:2]1[CH:3]=[C:4]([C:10]2[N:11]=[C:12]([CH3:31])[C:13]3[CH2:18][CH2:17][N:16]([C:19]4[CH:24]=[CH:23][C:22]([CH2:25][C:26]([O:28][CH2:29][CH3:30])=[O:27])=[CH:21][CH:20]=4)[C:14]=3[N:15]=2)[CH:5]=[CH:6][C:7]=1[O:8][CH3:9]. The catalyst is C1(C)C=CC=CC=1.O=[Mn]=O. The product is [Cl:1][C:2]1[CH:3]=[C:4]([C:10]2[N:11]=[C:12]([CH3:31])[C:13]3[CH:18]=[CH:17][N:16]([C:19]4[CH:24]=[CH:23][C:22]([CH2:25][C:26]([O:28][CH2:29][CH3:30])=[O:27])=[CH:21][CH:20]=4)[C:14]=3[N:15]=2)[CH:5]=[CH:6][C:7]=1[O:8][CH3:9]. The yield is 0.0800.